Dataset: Forward reaction prediction with 1.9M reactions from USPTO patents (1976-2016). Task: Predict the product of the given reaction. Given the reactants [CH:1]([NH:4][C:5]([C:7]1[C:15]2[C:11](=[CH:12][NH:13][N:14]=2)[CH:10]=[C:9]([CH3:16])[C:8]=1[NH:17][C:18]([C:20]1[N:21]([C:27]2[C:32]([Cl:33])=[CH:31][CH:30]=[CH:29][N:28]=2)[N:22]=[C:23]([O:25][CH3:26])[CH:24]=1)=[O:19])=[O:6])([CH3:3])[CH3:2].[H-].[Na+].FC(F)(F)S(O[CH2:42][C:43]([F:46])([F:45])[F:44])(=O)=O.CCOC(C)=O, predict the reaction product. The product is: [CH:1]([NH:4][C:5]([C:7]1[C:15]2[C:11](=[CH:12][N:13]([CH2:42][C:43]([F:46])([F:45])[F:44])[N:14]=2)[CH:10]=[C:9]([CH3:16])[C:8]=1[NH:17][C:18]([C:20]1[N:21]([C:27]2[C:32]([Cl:33])=[CH:31][CH:30]=[CH:29][N:28]=2)[N:22]=[C:23]([O:25][CH3:26])[CH:24]=1)=[O:19])=[O:6])([CH3:3])[CH3:2].